Task: Predict which catalyst facilitates the given reaction.. Dataset: Catalyst prediction with 721,799 reactions and 888 catalyst types from USPTO The catalyst class is: 279. Reactant: [N:1]1([CH:7]2[CH2:30][NH:29][C:10]3=[N:11][C:12]([C:22]4[CH:27]=[CH:26][C:25]([CH3:28])=[CH:24][CH:23]=4)=[C:13]([C:15]4[CH:20]=[CH:19][C:18]([CH3:21])=[CH:17][CH:16]=4)[N:14]=[C:9]3[CH2:8]2)[CH2:6][CH2:5][CH2:4][CH2:3][CH2:2]1.O=[CH:32][CH2:33][CH2:34][CH2:35][CH2:36][CH2:37][C:38]([O:40][CH2:41][CH3:42])=[O:39].C(O[BH-](OC(=O)C)OC(=O)C)(=O)C.[Na+]. Product: [N:1]1([CH:7]2[CH2:30][N:29]([CH2:32][CH2:33][CH2:34][CH2:35][CH2:36][CH2:37][C:38]([O:40][CH2:41][CH3:42])=[O:39])[C:10]3=[N:11][C:12]([C:22]4[CH:23]=[CH:24][C:25]([CH3:28])=[CH:26][CH:27]=4)=[C:13]([C:15]4[CH:20]=[CH:19][C:18]([CH3:21])=[CH:17][CH:16]=4)[N:14]=[C:9]3[CH2:8]2)[CH2:6][CH2:5][CH2:4][CH2:3][CH2:2]1.